The task is: Predict which catalyst facilitates the given reaction.. This data is from Catalyst prediction with 721,799 reactions and 888 catalyst types from USPTO. (1) Reactant: [C:1](Cl)(=[O:4])[CH:2]=[CH2:3].[OH:6][CH2:7][CH2:8][CH2:9][CH2:10][CH2:11][CH2:12][CH2:13][CH2:14][CH2:15][CH2:16][CH2:17][C:18]1[CH:23]=[CH:22][C:21]([OH:24])=[CH:20][CH:19]=1.CN(C)C1C=CC=CC=1. Product: [C:1]([O:6][CH2:7][CH2:8][CH2:9][CH2:10][CH2:11][CH2:12][CH2:13][CH2:14][CH2:15][CH2:16][CH2:17][C:18]1[CH:19]=[CH:20][C:21]([OH:24])=[CH:22][CH:23]=1)(=[O:4])[CH:2]=[CH2:3]. The catalyst class is: 305. (2) The catalyst class is: 721. Reactant: [NH2:1][C:2]1[CH:21]=[CH:20][C:5]([O:6][CH:7]2[CH2:12][CH2:11][N:10]([C:13]([O:15][C:16]([CH3:19])([CH3:18])[CH3:17])=[O:14])[CH2:9][CH2:8]2)=[CH:4][C:3]=1[F:22].[C:23](Cl)(=[O:28])[C:24]([CH3:27])([CH3:26])[CH3:25]. Product: [F:22][C:3]1[CH:4]=[C:5]([CH:20]=[CH:21][C:2]=1[NH:1][C:23](=[O:28])[C:24]([CH3:27])([CH3:26])[CH3:25])[O:6][CH:7]1[CH2:8][CH2:9][N:10]([C:13]([O:15][C:16]([CH3:19])([CH3:17])[CH3:18])=[O:14])[CH2:11][CH2:12]1. (3) Reactant: [F:1][C:2]1[CH:3]=[C:4]2[C:8](=[CH:9][CH:10]=1)[N:7]([C:11]1[CH:16]=[CH:15][CH:14]=[C:13]([C:17]#[C:18][C@:19]3([OH:26])[CH2:23][CH2:22][N:21]([CH3:24])[C:20]3=[O:25])[CH:12]=1)[N:6]=[C:5]2[C:27]([O:29]C)=O.[NH3:31]. Product: [F:1][C:2]1[CH:3]=[C:4]2[C:8](=[CH:9][CH:10]=1)[N:7]([C:11]1[CH:16]=[CH:15][CH:14]=[C:13]([C:17]#[C:18][C@:19]3([OH:26])[CH2:23][CH2:22][N:21]([CH3:24])[C:20]3=[O:25])[CH:12]=1)[N:6]=[C:5]2[C:27]([NH2:31])=[O:29]. The catalyst class is: 5. (4) Reactant: [NH:1]1[CH2:5][CH2:4][NH:3][C:2]1=[O:6].C(=O)([O-])[O-].[K+].[K+].[I-].[K+].[CH2:15]([O:22][C:23]1[CH:30]=[CH:29][C:26]([CH2:27]Cl)=[CH:25][CH:24]=1)[C:16]1[CH:21]=[CH:20][CH:19]=[CH:18][CH:17]=1. Product: [CH2:15]([O:22][C:23]1[CH:24]=[CH:25][C:26]([CH2:27][N:1]2[CH2:5][CH2:4][NH:3][C:2]2=[O:6])=[CH:29][CH:30]=1)[C:16]1[CH:17]=[CH:18][CH:19]=[CH:20][CH:21]=1. The catalyst class is: 16. (5) Reactant: Cl[C:2]1[CH:12]=[C:11]([N+:13]([O-])=O)[C:5]2[O:6][CH2:7][C:8](=[O:10])[NH:9][C:4]=2[CH:3]=1. Product: [NH2:13][C:11]1[C:5]2[O:6][CH2:7][C:8](=[O:10])[NH:9][C:4]=2[CH:3]=[CH:2][CH:12]=1. The catalyst class is: 50. (6) Product: [I:1][C:2]1[CH:7]=[CH:6][N:5]=[C:4]([O:8][CH3:9])[C:3]=1[C:10]1[NH:25][C:13]2[C:12]([N:11]=1)=[C:17]([CH3:18])[N:16]=[C:15]([N:19]1[CH2:20][CH2:21][O:22][CH2:23][CH2:24]1)[N:14]=2. Reactant: [I:1][C:2]1[CH:7]=[CH:6][N:5]=[C:4]([O:8][CH3:9])[C:3]=1[CH:10]=[N:11][C:12]1[C:13]([NH2:25])=[N:14][C:15]([N:19]2[CH2:24][CH2:23][O:22][CH2:21][CH2:20]2)=[N:16][C:17]=1[CH3:18].C1COCC1.C(O)(=O)C.C(O)(=O)C.IC1C=CC=CC=1. The catalyst class is: 5. (7) The catalyst class is: 8. Product: [Cl:18][C:19]1[CH:20]=[C:21]([CH:22]=[CH:23][CH:24]=1)[CH2:25][C:26]1[NH:17][C:15](=[O:16])[C:3]2[CH:4]=[N:5][N:6]([C:7]3[CH:12]=[CH:11][CH:10]=[C:9]([CH3:13])[C:8]=3[CH3:14])[C:2]=2[N:1]=1. Reactant: [NH2:1][C:2]1[N:6]([C:7]2[CH:12]=[CH:11][CH:10]=[C:9]([CH3:13])[C:8]=2[CH3:14])[N:5]=[CH:4][C:3]=1[C:15]([NH2:17])=[O:16].[Cl:18][C:19]1[CH:20]=[C:21]([CH2:25][C:26](OC)=O)[CH:22]=[CH:23][CH:24]=1.[H-].[Na+].Cl.[Cl-].[Na+]. (8) Reactant: [F:1][C:2]1[CH:3]=[C:4]([CH:22]=[CH:23][CH:24]=1)[CH2:5][O:6][C:7]1[CH:12]=[CH:11][C:10]([N:13]2[C:17](=[O:18])[CH2:16][C@@H:15]([C:19](O)=[O:20])[CH2:14]2)=[CH:9][CH:8]=1.C(N1C=CN=C1)([N:27]1C=CN=C1)=O.C([O-])(=O)C.[NH4+].O. Product: [F:1][C:2]1[CH:3]=[C:4]([CH:22]=[CH:23][CH:24]=1)[CH2:5][O:6][C:7]1[CH:12]=[CH:11][C:10]([N:13]2[C:17](=[O:18])[CH2:16][C@@H:15]([C:19]([NH2:27])=[O:20])[CH2:14]2)=[CH:9][CH:8]=1. The catalyst class is: 9. (9) Product: [C:1]([O:5][C:6]([NH:8][C@H:9]([C:15]([N:64]([CH3:75])[C@@H:65]([CH:72]([CH3:73])[CH3:74])/[CH:66]=[C:67](\[CH3:71])/[C:68]([O:70][CH2:28][CH3:29])=[O:69])=[O:17])[C:10]([CH3:11])([CH2:12][CH3:13])[CH3:14])=[O:7])([CH3:2])([CH3:3])[CH3:4]. Reactant: [C:1]([O:5][C:6]([NH:8][C@H:9]([C:15]([OH:17])=O)[C:10]([CH3:14])([CH2:12][CH3:13])[CH3:11])=[O:7])([CH3:4])([CH3:3])[CH3:2].F[P-](F)(F)(F)(F)F.N1(O[P+](N2CCCC2)(N2CCCC2)N2CCCC2)[C:29]2C=CC=C[C:28]=2N=N1.C(N(C(C)C)CC)(C)C.N[C@@H](C(C)(C)C)C([N:64]([CH3:75])[CH:65]([CH:72]([CH3:74])[CH3:73])[CH:66]=[C:67]([CH3:71])[C:68]([O-:70])=[O:69])=O. The catalyst class is: 204.